Dataset: Forward reaction prediction with 1.9M reactions from USPTO patents (1976-2016). Task: Predict the product of the given reaction. (1) Given the reactants C(C1C=C2C(C3C(=O)C4C=CC([O:22][S:23]([C:26]([F:29])([F:28])[F:27])(=O)=[O:24])=CC=4C(C)(C)C=3N2)=CC=1)#N.[CH2:31]([C:33]1[C:54]([OH:55])=[CH:53][C:36]2[C:37]([CH3:52])([CH3:51])[C:38]3[NH:39][C:40]4[N:41]=[C:42]([C:49]#[N:50])[CH:43]=[CH:44][C:45]=4[C:46]=3[C:47](=[O:48])[C:35]=2[CH:34]=1)[CH3:32], predict the reaction product. The product is: [C:49]([C:42]1[CH:43]=[CH:44][C:45]2[C:46]3[C:47](=[O:48])[C:35]4[CH:34]=[C:33]([CH2:31][CH3:32])[C:54]([O:55][S:23]([C:26]([F:29])([F:28])[F:27])(=[O:24])=[O:22])=[CH:53][C:36]=4[C:37]([CH3:52])([CH3:51])[C:38]=3[NH:39][C:40]=2[N:41]=1)#[N:50]. (2) Given the reactants Br[C:2]1[C:3]([O:31][CH2:32][C:33]([F:36])([F:35])[F:34])=[N:4][CH:5]=[C:6]([CH:30]=1)[C:7]([NH:9][CH2:10][CH2:11][NH:12][C:13]([C:15]1[C:16]([C:26]([F:29])([F:28])[F:27])=[N:17][N:18]([C:20]2[CH:25]=[CH:24][CH:23]=[CH:22][CH:21]=2)[CH:19]=1)=[O:14])=[O:8].[C:37]1(B(O)O)[CH:42]=[CH:41][CH:40]=[CH:39][CH:38]=1.C(=O)([O-])[O-].[Cs+].[Cs+].C(N1CCN2CCN(CC(C)C)P1N(CC(C)C)CC2)C(C)C, predict the reaction product. The product is: [C:37]1([C:2]2[C:3]([O:31][CH2:32][C:33]([F:35])([F:34])[F:36])=[N:4][CH:5]=[C:6]([CH:30]=2)[C:7]([NH:9][CH2:10][CH2:11][NH:12][C:13]([C:15]2[C:16]([C:26]([F:29])([F:28])[F:27])=[N:17][N:18]([C:20]3[CH:21]=[CH:22][CH:23]=[CH:24][CH:25]=3)[CH:19]=2)=[O:14])=[O:8])[CH:42]=[CH:41][CH:40]=[CH:39][CH:38]=1. (3) Given the reactants [CH3:1][C:2]1[C:3]([N+:13]([O-])=O)=[C:4]2[C:9](=[CH:10][CH:11]=1)[C:8](=[O:12])[NH:7][N:6]=[CH:5]2, predict the reaction product. The product is: [NH2:13][C:3]1[C:2]([CH3:1])=[CH:11][CH:10]=[C:9]2[C:4]=1[CH:5]=[N:6][NH:7][C:8]2=[O:12]. (4) The product is: [CH3:1][O:2][C:3](=[O:16])[C:4]([C:6]1[CH:7]=[N:8][C:9]([NH2:12])=[CH:10][CH:11]=1)([CH3:15])[CH3:5]. Given the reactants [CH3:1][O:2][C:3](=[O:16])[C:4]([CH3:15])([C:6]1[CH:7]=[N:8][C:9]([N+:12]([O-])=O)=[CH:10][CH:11]=1)[CH3:5].[H][H], predict the reaction product. (5) Given the reactants C1CCN2C(=NCCC2)CC1.Cl[C:13]1([CH3:33])[CH2:17][CH2:16][N:15](S(C2C=CC(C)=CC=2)(=O)=O)[C@@H:14]1[C:28]([O:30][CH2:31][CH3:32])=[O:29].C(OCC)C, predict the reaction product. The product is: [CH3:33][C:13]1[CH:17]=[CH:16][NH:15][C:14]=1[C:28]([O:30][CH2:31][CH3:32])=[O:29]. (6) Given the reactants [NH:1]1[CH:5]=[CH:4][CH:3]=[C:2]1[CH:6]=[O:7].[Cl:8][C:9]1[CH:10]=[N:11][CH:12]=[CH:13][C:14]=1Cl.C(=O)([O-])[O-].[Cs+].[Cs+].CN1CCCC1=O, predict the reaction product. The product is: [Cl:8][C:9]1[CH:10]=[N:11][CH:12]=[CH:13][C:14]=1[N:1]1[CH:5]=[CH:4][CH:3]=[C:2]1[CH:6]=[O:7].